This data is from Catalyst prediction with 721,799 reactions and 888 catalyst types from USPTO. The task is: Predict which catalyst facilitates the given reaction. Reactant: [S-:1][C:2]#[N:3].[K+].[NH2:5][C:6]1[CH:7]=[CH:8][C:9]([N:12]([CH3:26])[C:13]2[CH:14]=[C:15]([NH:19][C:20](=[O:25])[C:21]([F:24])([F:23])[F:22])[CH:16]=[CH:17][CH:18]=2)=[N:10][CH:11]=1.BrBr. Product: [NH2:3][C:2]1[S:1][C:11]2[C:6]([N:5]=1)=[CH:7][CH:8]=[C:9]([N:12]([CH3:26])[C:13]1[CH:14]=[C:15]([NH:19][C:20](=[O:25])[C:21]([F:24])([F:22])[F:23])[CH:16]=[CH:17][CH:18]=1)[N:10]=2. The catalyst class is: 15.